Dataset: Retrosynthesis with 50K atom-mapped reactions and 10 reaction types from USPTO. Task: Predict the reactants needed to synthesize the given product. (1) Given the product O=C(O)c1ccc(OCC2CN(c3ccc([N+](=O)[O-])cc3)C(=O)O2)cc1, predict the reactants needed to synthesize it. The reactants are: COC(=O)c1ccc(OCC2CN(c3ccc([N+](=O)[O-])cc3)C(=O)O2)cc1. (2) Given the product CC(C)[Si](OC[C@H](COCc1ccccc1)Oc1ccc(-c2ccc(OC(F)(F)F)cc2)cc1)(C(C)C)C(C)C, predict the reactants needed to synthesize it. The reactants are: CC(C)[Si](OC[C@H](O)COCc1ccccc1)(C(C)C)C(C)C.Oc1ccc(-c2ccc(OC(F)(F)F)cc2)cc1.